The task is: Regression. Given two drug SMILES strings and cell line genomic features, predict the synergy score measuring deviation from expected non-interaction effect.. This data is from NCI-60 drug combinations with 297,098 pairs across 59 cell lines. (1) Drug 1: CN1C(=O)N2C=NC(=C2N=N1)C(=O)N. Drug 2: CC1C(C(CC(O1)OC2CC(CC3=C2C(=C4C(=C3O)C(=O)C5=CC=CC=C5C4=O)O)(C(=O)C)O)N)O. Cell line: A498. Synergy scores: CSS=68.7, Synergy_ZIP=-4.03, Synergy_Bliss=-2.16, Synergy_Loewe=-6.41, Synergy_HSA=3.70. (2) Drug 1: CCCCCOC(=O)NC1=NC(=O)N(C=C1F)C2C(C(C(O2)C)O)O. Drug 2: CN(C(=O)NC(C=O)C(C(C(CO)O)O)O)N=O. Cell line: HL-60(TB). Synergy scores: CSS=-5.44, Synergy_ZIP=5.73, Synergy_Bliss=4.50, Synergy_Loewe=-6.55, Synergy_HSA=-5.90.